This data is from Forward reaction prediction with 1.9M reactions from USPTO patents (1976-2016). The task is: Predict the product of the given reaction. (1) Given the reactants [NH2:1][C:2]1[CH:10]=[C:9]([N+:11]([O-:13])=[O:12])[CH:8]=[CH:7][C:3]=1[C:4](O)=[O:5].B.C1COCC1.O.Cl, predict the reaction product. The product is: [NH2:1][C:2]1[CH:10]=[C:9]([N+:11]([O-:13])=[O:12])[CH:8]=[CH:7][C:3]=1[CH2:4][OH:5]. (2) Given the reactants [F:1][CH:2]([F:29])[C:3]([N:5]1[C@H:9]([CH2:10][F:11])[C@@H:8]([C:12]2[CH:17]=[CH:16][C:15](B3OC(C)(C)C(C)(C)O3)=[CH:14][CH:13]=2)[O:7][C:6]1([CH3:28])[CH3:27])=[O:4].Br[C:31]1[CH:32]=[CH:33][C:34]([CH:37]([NH:39][C:40](=[O:49])[O:41][CH2:42][C:43]2[CH:48]=[CH:47][CH:46]=[CH:45][CH:44]=2)[CH3:38])=[N:35][CH:36]=1.C(=O)([O-])[O-].[Na+].[Na+].ClCCl, predict the reaction product. The product is: [F:29][CH:2]([F:1])[C:3]([N:5]1[C@H:9]([CH2:10][F:11])[C@@H:8]([C:12]2[CH:17]=[CH:16][C:15]([C:31]3[CH:32]=[CH:33][C:34]([CH:37]([NH:39][C:40](=[O:49])[O:41][CH2:42][C:43]4[CH:48]=[CH:47][CH:46]=[CH:45][CH:44]=4)[CH3:38])=[N:35][CH:36]=3)=[CH:14][CH:13]=2)[O:7][C:6]1([CH3:28])[CH3:27])=[O:4].